From a dataset of Reaction yield outcomes from USPTO patents with 853,638 reactions. Predict the reaction yield, written as a fraction of the theoretical maximum amount of product (1.0 means a 100% yield; for example, 0.34 means a 34% yield). (1) The reactants are [C:1]([C:3]1[C:4]([C:9]2[CH:14]=[CH:13][CH:12]=[CH:11][CH:10]=2)=[N:5][O:6][C:7]=1[CH3:8])#[CH:2].I[C:16]1[N:17]=[N:18][C:19]([CH3:22])=[CH:20][CH:21]=1. No catalyst specified. The product is [CH3:22][C:19]1[N:18]=[N:17][C:16]([C:2]#[C:1][C:3]2[C:4]([C:9]3[CH:14]=[CH:13][CH:12]=[CH:11][CH:10]=3)=[N:5][O:6][C:7]=2[CH3:8])=[CH:21][CH:20]=1. The yield is 0.800. (2) The reactants are [Br:1][C:2]1[CH:7]=[CH:6][C:5]([C@@H:8]2[O:13][CH2:12][CH2:11][NH:10][CH2:9]2)=[CH:4][CH:3]=1.C(N(CC)C(C)C)(C)C.[C:23](O[C:23]([O:25][C:26]([CH3:29])([CH3:28])[CH3:27])=[O:24])([O:25][C:26]([CH3:29])([CH3:28])[CH3:27])=[O:24]. The catalyst is C1COCC1. The product is [Br:1][C:2]1[CH:3]=[CH:4][C:5]([C@@H:8]2[O:13][CH2:12][CH2:11][N:10]([C:23]([O:25][C:26]([CH3:29])([CH3:28])[CH3:27])=[O:24])[CH2:9]2)=[CH:6][CH:7]=1. The yield is 0.920. (3) The reactants are [CH3:1][N:2]1[CH2:7][CH2:6][N:5]([C:8](=[O:21])[CH2:9][CH2:10][CH2:11][O:12][C:13]2[CH:14]=[C:15]([CH:18]=[CH:19][CH:20]=2)[CH:16]=O)[CH2:4][CH2:3]1.[CH:22]([C:24]1[CH:25]=C(C=C[CH:36]=1)OCCCC(O)=O)=O.CN1CCNCC1.CN(C)CCCN=C=NCC.O.O[N:57]1[C:61]2[CH:62]=[CH:63][CH:64]=[CH:65][C:60]=2[N:59]=N1. The catalyst is ClCCl.O. The product is [C:24]([C:63]1[CH:64]=[CH:65][C:60]2[NH:59][C:16]([C:15]3[CH:14]=[C:13]([CH:20]=[CH:19][CH:18]=3)[O:12][CH2:11][CH2:10][CH2:9][C:8]([N:5]3[CH2:6][CH2:7][N:2]([CH3:1])[CH2:3][CH2:4]3)=[O:21])=[N:57][C:61]=2[CH:62]=1)([CH3:25])([CH3:36])[CH3:22]. The yield is 0.620. (4) The reactants are [CH3:1][O:2][CH2:3][CH2:4][O:5][C:6]1[CH:14]=[CH:13][C:9]([C:10](O)=[O:11])=[CH:8][CH:7]=1.C(=O)([O-])[O-].[K+].[K+].IC.[BH4-].[Li+]. The catalyst is CN(C)C=O.O. The product is [CH3:1][O:2][CH2:3][CH2:4][O:5][C:6]1[CH:7]=[CH:8][C:9]([CH2:10][OH:11])=[CH:13][CH:14]=1. The yield is 0.680. (5) The reactants are [F:1][C:2]1[C:7]2[NH:8][C:9](=[O:12])[CH2:10][O:11][C:6]=2[CH:5]=[CH:4][C:3]=1[F:13].C([O-])([O-])=O.[Cs+].[Cs+].[Cl:20][CH2:21][CH2:22][CH2:23]I. No catalyst specified. The product is [Cl:20][CH2:21][CH2:22][CH2:23][N:8]1[C:7]2[C:2]([F:1])=[C:3]([F:13])[CH:4]=[CH:5][C:6]=2[O:11][CH2:10][C:9]1=[O:12]. The yield is 0.750. (6) The product is [CH2:1]([CH:8]([NH:31][C:32]([C:34]1[CH:43]=[N:42][C:41]2[C:36](=[CH:37][CH:38]=[CH:39][CH:40]=2)[N:35]=1)=[O:33])[CH:9]([OH:23])[CH2:10][CH:11]([C:18]1[O:19][CH2:20][CH2:21][N:22]=1)[CH2:12][CH2:13][C:14]([F:17])([CH3:16])[CH3:15])[C:2]1[CH:7]=[CH:6][CH:5]=[CH:4][CH:3]=1. The reactants are [CH2:1]([CH:8]([NH:31][C:32]([C:34]1[CH:43]=[N:42][C:41]2[C:36](=[CH:37][CH:38]=[CH:39][CH:40]=2)[N:35]=1)=[O:33])[CH:9]([O:23][Si](C(C)(C)C)(C)C)[CH2:10][CH:11]([C:18]1[O:19][CH2:20][CH2:21][N:22]=1)[CH2:12][CH2:13][C:14]([F:17])([CH3:16])[CH3:15])[C:2]1[CH:7]=[CH:6][CH:5]=[CH:4][CH:3]=1. The catalyst is O1CCCC1. The yield is 0.840. (7) The reactants are C(Cl)(=O)C(Cl)=O.[CH:7]1([CH2:12][C:13]([OH:15])=O)[CH2:11][CH2:10][CH2:9][CH2:8]1.[F:16][C:17]([F:38])([F:37])[C:18]1[CH:19]=[C:20]([S:24]([CH2:27][CH2:28][S:29][C:30]2[C:35]([NH2:36])=[CH:34][CH:33]=[CH:32][N:31]=2)(=[O:26])=[O:25])[CH:21]=[CH:22][CH:23]=1.C([O-])(O)=O.[Na+]. The catalyst is C(Cl)Cl.O1CCOCC1.CCCCCC. The product is [CH:7]1([CH2:12][C:13]([NH:36][C:35]2[C:30]([S:29][CH2:28][CH2:27][S:24]([C:20]3[CH:21]=[CH:22][CH:23]=[C:18]([C:17]([F:37])([F:38])[F:16])[CH:19]=3)(=[O:26])=[O:25])=[N:31][CH:32]=[CH:33][CH:34]=2)=[O:15])[CH2:8][CH2:9][CH2:10][CH2:11]1. The yield is 0.540. (8) The reactants are [CH3:1][O:2][CH2:3][CH2:4][NH2:5].Cl[C:7]1[N:16]=[C:15]2[C:10]([CH:11]=[CH:12][CH:13]=[CH:14]2)=[N+:9]([O-:17])[C:8]=1[C:18]#[N:19]. The catalyst is COCCOC. The product is [CH3:1][O:2][CH2:3][CH2:4][NH:5][C:7]1[N:16]=[C:15]2[C:10]([CH:11]=[CH:12][CH:13]=[CH:14]2)=[N+:9]([O-:17])[C:8]=1[C:18]#[N:19]. The yield is 0.860. (9) The reactants are [CH3:1][O:2][C:3]1[C:7]2[C:8](=[O:25])[N:9]([CH2:16][C:17](=[O:24])[C:18]3[CH:23]=[CH:22][CH:21]=[CH:20][CH:19]=3)[C:10]3[CH:11]=[CH:12][CH:13]=[CH:14][C:15]=3[C:6]=2[N:5]([CH3:26])[C:4]=1[C:27]([NH:29][CH:30]1[CH2:35][CH2:34][NH:33][CH2:32][CH2:31]1)=[O:28].Cl[C:37]1[CH:42]=[CH:41][N:40]=[CH:39][N:38]=1.C(N(CC)CC)C. The yield is 0.420. The product is [CH3:1][O:2][C:3]1[C:7]2[C:8](=[O:25])[N:9]([CH2:16][C:17](=[O:24])[C:18]3[CH:23]=[CH:22][CH:21]=[CH:20][CH:19]=3)[C:10]3[CH:11]=[CH:12][CH:13]=[CH:14][C:15]=3[C:6]=2[N:5]([CH3:26])[C:4]=1[C:27]([NH:29][CH:30]1[CH2:31][CH2:32][N:33]([C:37]2[CH:42]=[CH:41][N:40]=[CH:39][N:38]=2)[CH2:34][CH2:35]1)=[O:28]. The catalyst is CC(O)C.C(=O)([O-])O.[Na+].